Task: Regression. Given a peptide amino acid sequence and an MHC pseudo amino acid sequence, predict their binding affinity value. This is MHC class I binding data.. Dataset: Peptide-MHC class I binding affinity with 185,985 pairs from IEDB/IMGT (1) The peptide sequence is DIIRAHPWF. The MHC is HLA-B27:05 with pseudo-sequence HLA-B27:05. The binding affinity (normalized) is 0.0847. (2) The peptide sequence is ALFDRPAFK. The MHC is HLA-C04:01 with pseudo-sequence HLA-C04:01. The binding affinity (normalized) is 0.213. (3) The peptide sequence is MVFQHFHLF. The MHC is HLA-A25:01 with pseudo-sequence HLA-A25:01. The binding affinity (normalized) is 0.0847. (4) The peptide sequence is GVFELSDEK. The MHC is HLA-A30:01 with pseudo-sequence HLA-A30:01. The binding affinity (normalized) is 0.0847. (5) The peptide sequence is SVQQGIVRQ. The MHC is HLA-A24:02 with pseudo-sequence HLA-A24:02. The binding affinity (normalized) is 0.183.